Task: Predict the reaction yield, written as a fraction of the theoretical maximum amount of product (1.0 means a 100% yield; for example, 0.34 means a 34% yield).. Dataset: Reaction yield outcomes from USPTO patents with 853,638 reactions (1) The reactants are [N+:1]([C:4]1[CH:9]=[CH:8][C:7](/[CH:10]=[CH:11]/[C:12]([O:14][CH2:15][CH3:16])=[O:13])=[CH:6][CH:5]=1)([O-])=O.[H][H]. The catalyst is CO.[Pd]. The product is [NH2:1][C:4]1[CH:5]=[CH:6][C:7]([CH2:10][CH2:11][C:12]([O:14][CH2:15][CH3:16])=[O:13])=[CH:8][CH:9]=1. The yield is 0.690. (2) The reactants are CN(C(ON1N=NC2C=CC=CC1=2)=[N+](C)C)C.[B-](F)(F)(F)F.C(N(CC)CC)C.[NH2:30][C:31]1[C:36]([C:37]([OH:39])=O)=[CH:35][C:34]([Br:40])=[CH:33][N:32]=1.[C:41]([NH:49][NH2:50])(=[O:48])[C:42]1[CH:47]=[CH:46][CH:45]=[CH:44][CH:43]=1. The catalyst is CN(C=O)C.O.CCOC(C)=O. The product is [NH2:30][C:31]1[C:36]([C:37]([NH:50][NH:49][C:41]([C:42]2[CH:47]=[CH:46][CH:45]=[CH:44][CH:43]=2)=[O:48])=[O:39])=[CH:35][C:34]([Br:40])=[CH:33][N:32]=1. The yield is 0.620. (3) The reactants are [O:1]([C:3]1[CH:4]=[C:5]2[C:9](=[CH:10][CH:11]=1)[C:8](=O)[CH2:7][CH2:6]2)[CH3:2].Br[CH:14]([CH3:19])[C:15]([O:17]C)=[O:16]. No catalyst specified. The product is [CH3:2][O:1][C:3]1[CH:4]=[C:5]2[C:9]([C:8]([CH:14]([CH3:19])[C:15]([OH:17])=[O:16])=[CH:7][CH2:6]2)=[CH:10][CH:11]=1. The yield is 0.680. (4) The reactants are [CH3:1][S:2]([O:5][CH2:6][CH2:7][C:8]1[CH:13]=[CH:12][CH:11]=[C:10]([N+]([O-])=O)[CH:9]=1)(=[O:4])=[O:3].[Br:17]C1C=C(CCO)C=CC=1. No catalyst specified. The product is [CH3:1][S:2]([O:5][CH2:6][CH2:7][C:8]1[CH:13]=[CH:12][CH:11]=[C:10]([Br:17])[CH:9]=1)(=[O:4])=[O:3]. The yield is 0.770.